The task is: Predict which catalyst facilitates the given reaction.. This data is from Catalyst prediction with 721,799 reactions and 888 catalyst types from USPTO. (1) Reactant: [C:1]([C:3]1[CH:8]=[CH:7][CH:6]=[CH:5][C:4]=1[C:9]1[CH:14]=[CH:13][C:12]([CH2:15][C:16]2[C:17](=[O:43])[N:18]([C@H:28]3[CH2:33][CH2:32][C@H:31]([O:34][CH2:35]C(OC(C)(C)C)=O)[CH2:30][CH2:29]3)[C:19]3[N:20]([N:25]=[CH:26][CH:27]=3)[C:21]=2[CH2:22][CH2:23][CH3:24])=[CH:11][CH:10]=1)#[N:2].C[Mg]Br.[Cl-].[NH4+]. Product: [OH:34][C:31]([CH3:32])([CH3:30])[CH2:35][O:34][C@H:31]1[CH2:32][CH2:33][C@H:28]([N:18]2[C:17](=[O:43])[C:16]([CH2:15][C:12]3[CH:13]=[CH:14][C:9]([C:4]4[C:3]([C:1]#[N:2])=[CH:8][CH:7]=[CH:6][CH:5]=4)=[CH:10][CH:11]=3)=[C:21]([CH2:22][CH2:23][CH3:24])[N:20]3[N:25]=[CH:26][CH:27]=[C:19]23)[CH2:29][CH2:30]1. The catalyst class is: 54. (2) Reactant: [N:1]1[C:10]2[C:5](=[CH:6][CH:7]=[CH:8][CH:9]=2)[CH:4]=[CH:3][C:2]=1[CH2:11][O:12][C:13]1[CH:18]=[CH:17][C:16]([CH2:19][C:20]([OH:22])=[O:21])=[CH:15][CH:14]=1.Br[CH2:24][C:25]([C:27]1[CH:28]=[N:29][CH:30]=[CH:31][CH:32]=1)=[O:26]. Product: [N:1]1[C:10]2[C:5](=[CH:6][CH:7]=[CH:8][CH:9]=2)[CH:4]=[CH:3][C:2]=1[CH2:11][O:12][C:13]1[CH:14]=[CH:15][C:16]([CH2:19][C:20]([O:22][CH2:24][C:25](=[O:26])[C:27]2[CH:28]=[N:29][CH:30]=[CH:31][CH:32]=2)=[O:21])=[CH:17][CH:18]=1. The catalyst class is: 10.